Dataset: Full USPTO retrosynthesis dataset with 1.9M reactions from patents (1976-2016). Task: Predict the reactants needed to synthesize the given product. (1) Given the product [C:18]([CH:20]([C:2]1[N:3]=[N:4][C:5]([C:8]([F:11])([F:10])[F:9])=[CH:6][CH:7]=1)[C:21]([O:23][C:24]([CH3:27])([CH3:26])[CH3:25])=[O:22])#[N:19], predict the reactants needed to synthesize it. The reactants are: Cl[C:2]1[N:3]=[N:4][C:5]([C:8]([F:11])([F:10])[F:9])=[CH:6][CH:7]=1.C(=O)([O-])[O-].[K+].[K+].[C:18]([CH2:20][C:21]([O:23][C:24]([CH3:27])([CH3:26])[CH3:25])=[O:22])#[N:19].Cl. (2) The reactants are: CON(C)[C:4]([C@@H:6]1[CH2:11][CH2:10][CH2:9][N:8]([C:12]([O:14][C:15]([CH3:18])([CH3:17])[CH3:16])=[O:13])[CH2:7]1)=[O:5].[C:20]1([Mg]Br)[CH:25]=[CH:24][CH:23]=[CH:22][CH:21]=1.Cl. Given the product [C:4]([C@@H:6]1[CH2:11][CH2:10][CH2:9][N:8]([C:12]([O:14][C:15]([CH3:16])([CH3:17])[CH3:18])=[O:13])[CH2:7]1)(=[O:5])[C:20]1[CH:25]=[CH:24][CH:23]=[CH:22][CH:21]=1, predict the reactants needed to synthesize it. (3) Given the product [C:4]1([C:2]2[N:14]=[CH:11][O:13][CH:1]=2)[CH:9]=[CH:8][CH:7]=[CH:6][CH:5]=1, predict the reactants needed to synthesize it. The reactants are: [CH2:1](Br)[C:2]([C:4]1[CH:9]=[CH:8][CH:7]=[CH:6][CH:5]=1)=O.[CH:11]([O-:13])=O.[NH4+:14]. (4) Given the product [CH:25]1(/[CH:24]=[CH:23]/[O:22][CH:17]2[C:16]3[C:11](=[CH:12][CH:13]=[C:14]([F:28])[CH:15]=3)[NH:10][C:9](=[O:8])[CH:18]2[CH:19]([CH3:21])[CH3:20])[CH2:27][CH2:26]1, predict the reactants needed to synthesize it. The reactants are: [Si]([O:8][C:9]1[C:18]([CH:19]([CH3:21])[CH3:20])=[C:17]([O:22][C:23]#[C:24][CH:25]2[CH2:27][CH2:26]2)[C:16]2[C:11](=[CH:12][CH:13]=[C:14]([F:28])[CH:15]=2)[N:10]=1)(C(C)(C)C)(C)C.[H-].[Al+3].[Li+].[H-].[H-].[H-].O. (5) Given the product [NH2:4][C:15]1([C:1]#[N:2])[CH:11]2[CH2:12][CH2:13][CH2:14][CH:7]1[CH2:8][CH2:9][CH2:10]2, predict the reactants needed to synthesize it. The reactants are: [C-:1]#[N:2].[Na+].[NH3:4].[NH4+].[Cl-].[CH:7]12[C:15](=O)[CH:11]([CH2:12][CH2:13][CH2:14]1)[CH2:10][CH2:9][CH2:8]2.Cl. (6) The reactants are: [CH2:1]([N:8]1[CH2:13][CH2:12][N:11]([CH2:14][C:15]2[CH:20]=[CH:19][CH:18]=[CH:17][CH:16]=2)[CH2:10][CH:9]1[CH2:21]O)[C:2]1[CH:7]=[CH:6][CH:5]=[CH:4][CH:3]=1.CCN(S(F)(F)[F:29])CC. Given the product [CH2:1]([N:8]1[CH2:13][CH2:12][N:11]([CH2:14][C:15]2[CH:20]=[CH:19][CH:18]=[CH:17][CH:16]=2)[CH2:10][CH:9]1[CH2:21][F:29])[C:2]1[CH:7]=[CH:6][CH:5]=[CH:4][CH:3]=1, predict the reactants needed to synthesize it. (7) Given the product [Br:9][C:5]1[CH:6]=[C:7]([CH3:8])[C:2]([C:11]#[N:12])=[N:3][CH:4]=1, predict the reactants needed to synthesize it. The reactants are: Br[C:2]1[C:7]([CH3:8])=[CH:6][C:5]([Br:9])=[CH:4][N:3]=1.[Cu][C:11]#[N:12].O. (8) Given the product [NH2:1][C:2]1[C:3]2[N:4]([C:8]([C@H:12]3[CH2:17][N:16]4[C:18](=[O:23])[O:19][C:20]([CH3:22])([CH3:21])[C@@H:15]4[CH2:14][CH2:13]3)=[N:9][C:10]=2[C:44]2[CH:43]=[CH:42][C:28]([C:29]([NH:31][C:32]3[CH:37]=[C:36]([C:38]([F:41])([F:39])[F:40])[CH:35]=[CH:34][N:33]=3)=[O:30])=[CH:27][C:26]=2[O:25][CH3:24])[CH:5]=[CH:6][N:7]=1, predict the reactants needed to synthesize it. The reactants are: [NH2:1][C:2]1[C:3]2[N:4]([C:8]([C@H:12]3[CH2:17][N:16]4[C:18](=[O:23])[O:19][C:20]([CH3:22])([CH3:21])[C@@H:15]4[CH2:14][CH2:13]3)=[N:9][C:10]=2Br)[CH:5]=[CH:6][N:7]=1.[CH3:24][O:25][C:26]1[CH:27]=[C:28]([CH:42]=[CH:43][C:44]=1B1OC(C)(C)C(C)(C)O1)[C:29]([NH:31][C:32]1[CH:37]=[C:36]([C:38]([F:41])([F:40])[F:39])[CH:35]=[CH:34][N:33]=1)=[O:30].C([O-])([O-])=O.[K+].[K+].